From a dataset of Full USPTO retrosynthesis dataset with 1.9M reactions from patents (1976-2016). Predict the reactants needed to synthesize the given product. Given the product [NH2:1][C:2]1[N:3]([CH3:24])[C:4](=[O:23])[C:5]2([C:15]3[C:10](=[CH:11][CH:12]=[C:13]([C:29]4[CH:30]=[CH:31][C:32]([F:33])=[C:27]([CH:28]=4)[C:25]#[N:26])[CH:14]=3)[O:9][CH:8]([C:17]3[CH:22]=[CH:21][CH:20]=[CH:19][CH:18]=3)[CH2:7]2)[N:6]=1, predict the reactants needed to synthesize it. The reactants are: [NH2:1][C:2]1[N:3]([CH3:24])[C:4](=[O:23])[C:5]2([C:15]3[C:10](=[CH:11][CH:12]=[C:13](Br)[CH:14]=3)[O:9][CH:8]([C:17]3[CH:22]=[CH:21][CH:20]=[CH:19][CH:18]=3)[CH2:7]2)[N:6]=1.[C:25]([C:27]1[CH:28]=[C:29](B(O)O)[CH:30]=[CH:31][C:32]=1[F:33])#[N:26].